This data is from Catalyst prediction with 721,799 reactions and 888 catalyst types from USPTO. The task is: Predict which catalyst facilitates the given reaction. (1) Reactant: [CH2:1](Br)[C:2]1[CH:7]=[CH:6][CH:5]=[CH:4][CH:3]=1.[C:9]([C:12]1[CH:17]=[CH:16][C:15]([NH:18][C:19](=[O:21])[CH3:20])=[CH:14][C:13]=1[OH:22])(=[O:11])[CH3:10].C([O-])([O-])=O.[Cs+].[Cs+].C. Product: [C:9]([C:12]1[CH:17]=[CH:16][C:15]([NH:18][C:19](=[O:21])[CH3:20])=[CH:14][C:13]=1[O:22][CH2:1][C:2]1[CH:7]=[CH:6][CH:5]=[CH:4][CH:3]=1)(=[O:11])[CH3:10]. The catalyst class is: 575. (2) Reactant: [C:1]([C:5]1[N:10]=[C:9]([Cl:11])[C:8]([C:12]([OH:14])=O)=[CH:7][C:6]=1[I:15])([CH3:4])([CH3:3])[CH3:2].C1N=CN(C(N2C=NC=C2)=O)C=1.[NH2:28][C:29]1[N:34]=[C:33]([S:35]([NH2:38])(=[O:37])=[O:36])[CH:32]=[CH:31][CH:30]=1.[H-].[Na+].CC(O)=O. Product: [NH2:28][C:29]1[N:34]=[C:33]([S:35]([NH:38][C:12]([C:8]2[C:9]([Cl:11])=[N:10][C:5]([C:1]([CH3:2])([CH3:3])[CH3:4])=[C:6]([I:15])[CH:7]=2)=[O:14])(=[O:37])=[O:36])[CH:32]=[CH:31][CH:30]=1. The catalyst class is: 3. (3) Reactant: [CH3:1][N:2]([C:65](=[O:97])[C@@H:66]([NH:89][C:90]([O:92][C:93]([CH3:96])([CH3:95])[CH3:94])=[O:91])[CH2:67][C@@H:68]([O:81][Si](C(C)(C)C)(C)C)[CH2:69][NH:70][C:71]([O:73][CH2:74][C:75]1[CH:80]=[CH:79][CH:78]=[CH:77][CH:76]=1)=[O:72])[C@@H:3]([CH2:14][C:15]1[CH:16]=[C:17]([C:29]2[CH:34]=[CH:33][C:32]([O:35][CH2:36][C:37]3[CH:42]=[CH:41][CH:40]=[CH:39][CH:38]=3)=[C:31]([CH2:43][C@H:44]([NH:54][C:55]([O:57][CH2:58][C:59]3[CH:64]=[CH:63][CH:62]=[CH:61][CH:60]=3)=[O:56])[C:45]([O:47]CC[Si](C)(C)C)=[O:46])[CH:30]=2)[CH:18]=[CH:19][C:20]=1[O:21][CH2:22][C:23]1[CH:28]=[CH:27][CH:26]=[CH:25][CH:24]=1)[C:4]([O:6][CH2:7][C:8]1[CH:13]=[CH:12][CH:11]=[CH:10][CH:9]=1)=[O:5].[F-].C([N+](CCCC)(CCCC)CCCC)CCC. Product: [CH2:58]([O:57][C:55]([NH:54][C@@H:44]([CH2:43][C:31]1[CH:30]=[C:29]([C:17]2[CH:18]=[CH:19][C:20]([O:21][CH2:22][C:23]3[CH:28]=[CH:27][CH:26]=[CH:25][CH:24]=3)=[C:15]([CH2:14][C@@H:3]([C:4]([O:6][CH2:7][C:8]3[CH:9]=[CH:10][CH:11]=[CH:12][CH:13]=3)=[O:5])[N:2]([CH3:1])[C:65](=[O:97])[C@@H:66]([NH:89][C:90]([O:92][C:93]([CH3:94])([CH3:96])[CH3:95])=[O:91])[CH2:67][C@@H:68]([OH:81])[CH2:69][NH:70][C:71]([O:73][CH2:74][C:75]3[CH:76]=[CH:77][CH:78]=[CH:79][CH:80]=3)=[O:72])[CH:16]=2)[CH:34]=[CH:33][C:32]=1[O:35][CH2:36][C:37]1[CH:38]=[CH:39][CH:40]=[CH:41][CH:42]=1)[C:45]([OH:47])=[O:46])=[O:56])[C:59]1[CH:64]=[CH:63][CH:62]=[CH:61][CH:60]=1. The catalyst class is: 3. (4) Reactant: Cl[C:2]1[N:7]=[C:6]([NH:8][CH:9]2[CH2:11][CH2:10]2)[C:5]([Cl:12])=[CH:4][N:3]=1.[I:13][C:14]1[CH:20]=[CH:19][C:17]([NH2:18])=[CH:16][CH:15]=1.C1(C)C=CC(S(O)(=O)=O)=CC=1. Product: [Cl:12][C:5]1[C:6]([NH:8][CH:9]2[CH2:11][CH2:10]2)=[N:7][C:2]([NH:18][C:17]2[CH:19]=[CH:20][C:14]([I:13])=[CH:15][CH:16]=2)=[N:3][CH:4]=1. The catalyst class is: 12. (5) Reactant: [CH3:1][C:2]1[NH:7][C:6](=[O:8])[C:5]([C:9]#[N:10])=[CH:4][CH:3]=1.[Br:11]N1C(=O)CCC1=O. Product: [Br:11][C:3]1[CH:4]=[C:5]([C:9]#[N:10])[C:6](=[O:8])[NH:7][C:2]=1[CH3:1]. The catalyst class is: 26. (6) The catalyst class is: 63. Reactant: [CH:1]1([C@H:7]([NH:15][C:16]([C:18]2[CH:23]=[CH:22][C:21]([S:24]([CH3:27])(=[O:26])=[O:25])=[CH:20][C:19]=2[N+:28]([O-])=O)=[O:17])[C:8]([O:10][C:11]([CH3:14])([CH3:13])[CH3:12])=[O:9])[CH2:6][CH2:5][CH2:4][CH2:3][CH2:2]1. Product: [NH2:28][C:19]1[CH:20]=[C:21]([S:24]([CH3:27])(=[O:26])=[O:25])[CH:22]=[CH:23][C:18]=1[C:16]([NH:15][C@@H:7]([CH:1]1[CH2:2][CH2:3][CH2:4][CH2:5][CH2:6]1)[C:8]([O:10][C:11]([CH3:13])([CH3:14])[CH3:12])=[O:9])=[O:17].